Dataset: Forward reaction prediction with 1.9M reactions from USPTO patents (1976-2016). Task: Predict the product of the given reaction. (1) The product is: [Cl:18][C:19]1[CH:24]=[CH:23][C:22]([N:8]2[CH2:7][CH2:6][C:5]3([CH2:1][N:2]([C:11]([O:13][C:14]([CH3:17])([CH3:16])[CH3:15])=[O:12])[CH2:3][CH2:4]3)[CH2:10][CH2:9]2)=[CH:21][CH:20]=1. Given the reactants [CH2:1]1[C:5]2([CH2:10][CH2:9][NH:8][CH2:7][CH2:6]2)[CH2:4][CH2:3][N:2]1[C:11]([O:13][C:14]([CH3:17])([CH3:16])[CH3:15])=[O:12].[Cl:18][C:19]1[CH:24]=[CH:23][C:22](I)=[CH:21][CH:20]=1.C1C=CC(P(C2C(C3C(P(C4C=CC=CC=4)C4C=CC=CC=4)=CC=C4C=3C=CC=C4)=C3C(C=CC=C3)=CC=2)C2C=CC=CC=2)=CC=1, predict the reaction product. (2) The product is: [F:1][C:2]1[CH:7]=[C:6]([F:8])[CH:5]=[CH:4][C:3]=1[N:9]1[C:17](=[O:18])[C:16]2[C@H:15]3[C:19]([CH3:21])([CH3:20])[C@:12]([CH3:22])([CH2:13][CH2:14]3)[C:11]=2[N:10]1[CH3:24]. Given the reactants [F:1][C:2]1[CH:7]=[C:6]([F:8])[CH:5]=[CH:4][C:3]=1[N:9]1[C:17](=[O:18])[C:16]2[C@H:15]3[C:19]([CH3:21])([CH3:20])[C@:12]([CH3:22])([CH2:13][CH2:14]3)[C:11]=2[NH:10]1.I[CH3:24], predict the reaction product. (3) The product is: [Br:1][C:2]1[CH:3]=[C:4]2[O:8][C:7]([CH3:9])=[N:6][C:5]2=[C:10]([C:12]([NH:50][C:49]2[CH:51]=[CH:52][CH:53]=[C:47]([Cl:46])[C:48]=2[CH3:54])=[O:14])[CH:11]=1. Given the reactants [Br:1][C:2]1[CH:3]=[C:4]2[O:8][C:7]([CH3:9])=[N:6][C:5]2=[C:10]([C:12]([OH:14])=O)[CH:11]=1.CN(C(ON1N=NC2C=CC=CC1=2)=[N+](C)C)C.F[P-](F)(F)(F)(F)F.C(N(CC)CC)C.[Cl:46][C:47]1[C:48]([CH3:54])=[C:49]([CH:51]=[CH:52][CH:53]=1)[NH2:50], predict the reaction product. (4) The product is: [C:1]1([C:7](=[C:19]([C:18]2[C:14]([Cl:13])=[N:15][N:16]([CH3:23])[C:17]=2[Cl:22])[OH:20])[C:8]([O:10][CH2:11][CH3:12])=[O:9])[CH:6]=[CH:5][CH:4]=[CH:3][CH:2]=1. Given the reactants [C:1]1([CH2:7][C:8]([O:10][CH2:11][CH3:12])=[O:9])[CH:6]=[CH:5][CH:4]=[CH:3][CH:2]=1.[Cl:13][C:14]1[C:18]([C:19](Cl)=[O:20])=[C:17]([Cl:22])[N:16]([CH3:23])[N:15]=1.CC(C)([O-])C.[K+].O, predict the reaction product. (5) Given the reactants [NH:1]1[C:9]2[C:4](=[CH:5][CH:6]=[CH:7][CH:8]=2)[C:3]2([CH2:12][CH2:11][CH2:10]2)[C:2]1=[O:13].Cl.C([N:19]([CH2:23][C:24]1[CH:39]=[CH:38][C:27]2[N:28]([CH2:33][CH2:34][CH:35]([CH3:37])[CH3:36])[C:29]([CH2:31]Cl)=[N:30][C:26]=2[CH:25]=1)C(=O)O)(C)(C)C, predict the reaction product. The product is: [NH2:19][CH2:23][C:24]1[CH:39]=[CH:38][C:27]2[N:28]([CH2:33][CH2:34][CH:35]([CH3:36])[CH3:37])[C:29]([CH2:31][N:1]3[C:9]4[C:4](=[CH:5][CH:6]=[CH:7][CH:8]=4)[C:3]4([CH2:12][CH2:11][CH2:10]4)[C:2]3=[O:13])=[N:30][C:26]=2[CH:25]=1.